Dataset: Full USPTO retrosynthesis dataset with 1.9M reactions from patents (1976-2016). Task: Predict the reactants needed to synthesize the given product. (1) Given the product [C:1]([O:4][CH2:5][C:6]1[C:7]([N:31]2[CH2:43][CH2:42][N:34]3[C:35]4[CH2:36][CH2:37][CH2:38][CH2:39][C:40]=4[CH:41]=[C:33]3[C:32]2=[O:44])=[N:8][CH:9]=[CH:10][C:11]=1[C:12]1[CH:17]=[C:16]([NH:18][C:19]2[CH:28]=[C:22]3[CH2:23][N:24]([CH:27]4[CH2:49][O:48][CH2:45]4)[CH2:25][CH2:26][N:21]3[N:20]=2)[C:15](=[O:29])[N:14]([CH3:30])[CH:13]=1)(=[O:3])[CH3:2], predict the reactants needed to synthesize it. The reactants are: [C:1]([O:4][CH2:5][C:6]1[C:7]([N:31]2[CH2:43][CH2:42][N:34]3[C:35]4[CH2:36][CH2:37][CH2:38][CH2:39][C:40]=4[CH:41]=[C:33]3[C:32]2=[O:44])=[N:8][CH:9]=[CH:10][C:11]=1[C:12]1[CH:17]=[C:16]([NH:18][C:19]2[CH:28]=[C:22]3[CH2:23][N:24]([CH3:27])[CH2:25][CH2:26][N:21]3[N:20]=2)[C:15](=[O:29])[N:14]([CH3:30])[CH:13]=1)(=[O:3])[CH3:2].[C:45]([O:48][CH2:49]C1C(N2CCN3C4CCCCC=4C=C3C2=O)=NC=CC=1B1OC(C)(C)C(C)(C)O1)(=O)C.BrC1C=C(NC2C=C3CN(C4COC4)CCN3N=2)C(=O)N(C)C=1. (2) Given the product [CH2:35]([N:38]1[CH2:43][CH2:42][O:41][C:40]([C:7]2[C:8]3[C:12]([CH:13]=[CH:14][CH:15]=2)=[N:11][N:10]([C:16]([C:17]2[CH:18]=[CH:19][CH:20]=[CH:21][CH:22]=2)([C:23]2[CH:28]=[CH:27][CH:26]=[CH:25][CH:24]=2)[C:29]2[CH:34]=[CH:33][CH:32]=[CH:31][CH:30]=2)[CH:9]=3)([OH:44])[CH2:39]1)[CH2:36][CH3:37], predict the reactants needed to synthesize it. The reactants are: C([Li])(C)(C)C.Br[C:7]1[C:8]2[C:12]([CH:13]=[CH:14][CH:15]=1)=[N:11][N:10]([C:16]([C:29]1[CH:34]=[CH:33][CH:32]=[CH:31][CH:30]=1)([C:23]1[CH:28]=[CH:27][CH:26]=[CH:25][CH:24]=1)[C:17]1[CH:22]=[CH:21][CH:20]=[CH:19][CH:18]=1)[CH:9]=2.[CH2:35]([N:38]1[CH2:43][CH2:42][O:41][C:40](=[O:44])[CH2:39]1)[CH2:36][CH3:37]. (3) The reactants are: C(OC(=O)[NH:7][CH:8]([CH:21]([CH3:23])[CH3:22])[CH2:9][NH:10][C:11]1[CH:20]=[N:19][C:18]2[C:13](=[CH:14][CH:15]=[CH:16][CH:17]=2)[N:12]=1)(C)(C)C.[ClH:25]. Given the product [ClH:25].[ClH:25].[CH3:22][CH:21]([CH3:23])[CH:8]([NH2:7])[CH2:9][NH:10][C:11]1[CH:20]=[N:19][C:18]2[C:13](=[CH:14][CH:15]=[CH:16][CH:17]=2)[N:12]=1, predict the reactants needed to synthesize it. (4) Given the product [CH3:12][C:7]([C:1]1[CH:6]=[CH:5][CH:4]=[CH:3][CH:2]=1)([CH3:8])[C:17]#[N:15], predict the reactants needed to synthesize it. The reactants are: [C:1]1([CH2:7][C:8]#N)[CH:6]=[CH:5][CH:4]=[CH:3][CH:2]=1.[H-].[Na+].[CH3:12]I.C[N:15]([CH:17]=O)C. (5) Given the product [CH3:17][C:9]1[CH:10]=[CH:11][CH:12]=[C:13]([N+:14]([O-:16])=[O:15])[C:8]=1[N:1]1[CH2:6][CH2:5][NH:4][CH2:3][CH2:2]1, predict the reactants needed to synthesize it. The reactants are: [NH:1]1[CH2:6][CH2:5][NH:4][CH2:3][CH2:2]1.Br[C:8]1[C:13]([N+:14]([O-:16])=[O:15])=[CH:12][CH:11]=[CH:10][C:9]=1[CH3:17].